This data is from Reaction yield outcomes from USPTO patents with 853,638 reactions. The task is: Predict the reaction yield, written as a fraction of the theoretical maximum amount of product (1.0 means a 100% yield; for example, 0.34 means a 34% yield). The reactants are Cl[C:2]1[N:7]=[C:6]([S:8]([CH3:11])(=[O:10])=[O:9])[N:5]=[C:4]([N:12]2[CH2:17][CH2:16][O:15][CH2:14][CH2:13]2)[CH:3]=1.[F:18][C:19]1[CH:27]=[C:26]2[C:22]([CH:23]=[CH:24][NH:25]2)=[C:21](B2OC(C)(C)C(C)(C)O2)[CH:20]=1.[O-]P([O-])([O-])=O.[K+].[K+].[K+]. The catalyst is O1CCOCC1. The product is [F:18][C:19]1[CH:27]=[C:26]2[C:22]([CH:23]=[CH:24][NH:25]2)=[C:21]([C:2]2[CH:3]=[C:4]([N:12]3[CH2:17][CH2:16][O:15][CH2:14][CH2:13]3)[N:5]=[C:6]([S:8]([CH3:11])(=[O:10])=[O:9])[N:7]=2)[CH:20]=1. The yield is 0.530.